This data is from Full USPTO retrosynthesis dataset with 1.9M reactions from patents (1976-2016). The task is: Predict the reactants needed to synthesize the given product. (1) Given the product [C:33]([NH:34][C@H:35]1[CH2:39][CH2:38][N:37]([C:9]2[CH:8]=[CH:7][C:3]([C:4]([NH2:6])=[O:5])=[C:2]([O:27][C:24]3[CH:23]=[CH:22][C:21]([NH:20][C:12](=[O:19])[C:13]4[CH:14]=[CH:15][CH:16]=[CH:17][CH:18]=4)=[CH:26][CH:25]=3)[N:10]=2)[CH2:36]1)(=[O:40])[CH:41]=[CH2:42], predict the reactants needed to synthesize it. The reactants are: Cl[C:2]1[N:10]=[C:9](Cl)[CH:8]=[CH:7][C:3]=1[C:4]([NH2:6])=[O:5].[C:12]([NH:20][C:21]1[CH:26]=[CH:25][C:24]([OH:27])=[CH:23][CH:22]=1)(=[O:19])[C:13]1[CH:18]=[CH:17][CH:16]=[CH:15][CH:14]=1.C(O[C:33](=[O:40])[NH:34][C@H:35]1[CH2:39][CH2:38][NH:37][CH2:36]1)(C)(C)C.[C:41](O)(=O)[CH:42]=C.CO.C(Cl)(Cl)(Cl)Cl. (2) Given the product [Si:5]([O:18][CH2:19][C@H:20]1[C@H:28]2[C@@:24]([CH3:30])([C:25]([CH3:29])=[CH:26][CH2:27]2)[CH2:23][CH2:22][C@@H:21]1[C@@:31]1([CH3:54])[CH2:36][CH2:35][C@H:34]([OH:37])[CH2:33][C@@H:32]1[CH2:45][OH:46])([C:1]([CH3:2])([CH3:3])[CH3:4])([C:12]1[CH:17]=[CH:16][CH:15]=[CH:14][CH:13]=1)[C:6]1[CH:7]=[CH:8][CH:9]=[CH:10][CH:11]=1, predict the reactants needed to synthesize it. The reactants are: [C:1]([Si:5]([O:18][CH2:19][C@H:20]1[C@H:28]2[C@@:24]([CH3:30])([C:25]([CH3:29])=[CH:26][CH2:27]2)[CH2:23][CH2:22][C@@H:21]1[C@@:31]1([CH3:54])[CH2:36][CH2:35][C@H:34]([O:37][Si](C(C)(C)C)(C)C)[CH2:33][C@@H:32]1[CH2:45][O:46][Si](C(C)(C)C)(C)C)([C:12]1[CH:17]=[CH:16][CH:15]=[CH:14][CH:13]=1)[C:6]1[CH:11]=[CH:10][CH:9]=[CH:8][CH:7]=1)([CH3:4])([CH3:3])[CH3:2].O.CC(C)=O. (3) Given the product [CH3:22][C:20]([NH:23][C:24](=[O:30])[O:25][C:26]([CH3:29])([CH3:28])[CH3:27])([CH3:21])[CH2:19][CH2:18][N:6]1[C:2]([CH3:1])=[N:3][C:4]([C:7]2[CH:8]=[CH:9][C:10]([C:13]([F:16])([F:14])[F:15])=[CH:11][CH:12]=2)=[N:5]1, predict the reactants needed to synthesize it. The reactants are: [CH3:1][C:2]1[NH:6][N:5]=[C:4]([C:7]2[CH:12]=[CH:11][C:10]([C:13]([F:16])([F:15])[F:14])=[CH:9][CH:8]=2)[N:3]=1.Cl[CH2:18][CH2:19][C:20]([NH:23][C:24](=[O:30])[O:25][C:26]([CH3:29])([CH3:28])[CH3:27])([CH3:22])[CH3:21]. (4) Given the product [CH:1]([C:3]1[S:7][C:6]([N:8]2[CH2:12][CH2:11][CH2:10][C@H:9]2[C:13]([OH:15])=[O:14])=[N:5][CH:4]=1)=[O:2], predict the reactants needed to synthesize it. The reactants are: [CH:1]([C:3]1[S:7][C:6]([N:8]2[CH2:12][CH2:11][CH2:10][C@H:9]2[C:13]([O:15]C(C)(C)C)=[O:14])=[N:5][CH:4]=1)=[O:2].Cl.CCOCC. (5) Given the product [CH3:1][C:2]1([CH3:17])[CH2:11][CH2:10][CH2:9][C:8]2[CH:7]=[C:6]([OH:12])[CH:5]=[CH:4][C:3]1=2, predict the reactants needed to synthesize it. The reactants are: [CH3:1][C:2]1([CH3:17])[CH2:11][CH2:10][CH2:9][C:8]2[CH:7]=[C:6]([O:12]CC(O)=O)[CH:5]=[CH:4][C:3]1=2.[Cl-].ClC1N(C)CC[NH+]1C.C(N(CC)CC)C.Cl.NCC1C=CC(NS(C)(=O)=O)=C(F)C=1. (6) Given the product [CH2:10]([C:8]1[O:9][C:5]2[CH:4]=[CH:3][C:2]([NH:1][S:43][CH3:42])=[CH:35][C:6]=2[C:7]=1[C:14]([C:16]1[CH:17]=[CH:18][C:19]([O:22][CH2:23][CH2:24][CH2:25][N:26]([CH2:27][CH2:28][CH2:29][CH3:30])[CH2:31][CH2:32][CH2:33][CH3:34])=[CH:20][CH:21]=1)=[O:15])[CH2:11][CH2:12][CH3:13], predict the reactants needed to synthesize it. The reactants are: [NH2:1][C:2]1[CH:3]=[CH:4][C:5]2[O:9][C:8]([CH2:10][CH2:11][CH2:12][CH3:13])=[C:7]([C:14]([C:16]3[CH:21]=[CH:20][C:19]([O:22][CH2:23][CH2:24][CH2:25][N:26]([CH2:31][CH2:32][CH2:33][CH3:34])[CH2:27][CH2:28][CH2:29][CH3:30])=[CH:18][CH:17]=3)=[O:15])[C:6]=2[CH:35]=1.N1C=CC=CC=1.[CH3:42][S:43]Cl. (7) Given the product [O:1]1[C:5]2[CH:6]=[CH:7][C:8]([C:10]3[C:11]([O:17][CH2:18][CH:19]4[CH2:21][CH2:20]4)=[N:12][N:13]([CH3:16])[C:14]=3[NH:15][S:32]([C:35]3[CH:36]=[CH:37][C:38]([C:41]([CH3:47])([CH3:48])[C:42]([O:44][CH2:45][CH3:46])=[O:43])=[CH:39][CH:40]=3)(=[O:34])=[O:33])=[CH:9][C:4]=2[O:3][CH2:2]1, predict the reactants needed to synthesize it. The reactants are: [O:1]1[C:5]2[CH:6]=[CH:7][C:8]([C:10]3[C:11]([O:17][CH2:18][CH:19]4[CH2:21][CH2:20]4)=[N:12][N:13]([CH3:16])[C:14]=3[NH2:15])=[CH:9][C:4]=2[O:3][CH2:2]1.CN(C1C=CC=CN=1)C.Cl[S:32]([C:35]1[CH:40]=[CH:39][C:38]([C:41]([CH3:48])([CH3:47])[C:42]([O:44][CH2:45][CH3:46])=[O:43])=[CH:37][CH:36]=1)(=[O:34])=[O:33]. (8) Given the product [O:28]=[S:26]1(=[O:29])[CH2:27][CH:23]([C:17]2[CH:22]=[CH:21][CH:20]=[CH:19][CH:18]=2)[CH2:24][N:25]1[C:2]1[C:11]([S:12]([CH3:15])(=[O:14])=[O:13])=[CH:10][C:5]([C:6]([O:8][CH3:9])=[O:7])=[C:4]([CH3:16])[CH:3]=1, predict the reactants needed to synthesize it. The reactants are: F[C:2]1[C:11]([S:12]([CH3:15])(=[O:14])=[O:13])=[CH:10][C:5]([C:6]([O:8][CH3:9])=[O:7])=[C:4]([CH3:16])[CH:3]=1.[C:17]1([CH:23]2[CH2:27][S:26](=[O:29])(=[O:28])[NH:25][CH2:24]2)[CH:22]=[CH:21][CH:20]=[CH:19][CH:18]=1.C([O-])([O-])=O.[Cs+].[Cs+].C([O-])(O)=O.[Na+]. (9) Given the product [CH2:1]([O:3][C:4](=[O:28])[CH:5]([C:13]1[NH:14][C:15]2[C:20]([C:21]=1[S:22][C:23]([CH3:24])([CH3:26])[CH3:25])=[CH:19][C:18]([O:27][CH2:36][C:37]1[CH:42]=[CH:41][C:40]([CH3:43])=[CH:39][N:38]=1)=[CH:17][CH:16]=2)[CH2:6][C:7]1[CH:8]=[CH:9][CH:10]=[CH:11][CH:12]=1)[CH3:2], predict the reactants needed to synthesize it. The reactants are: [CH2:1]([O:3][C:4](=[O:28])[CH:5]([C:13]1[NH:14][C:15]2[C:20]([C:21]=1[S:22][C:23]([CH3:26])([CH3:25])[CH3:24])=[CH:19][C:18]([OH:27])=[CH:17][CH:16]=2)[CH2:6][C:7]1[CH:12]=[CH:11][CH:10]=[CH:9][CH:8]=1)[CH3:2].C(=O)([O-])[O-].[Cs+].[Cs+].Cl[CH2:36][C:37]1[CH:42]=[CH:41][C:40]([CH3:43])=[CH:39][N:38]=1. (10) Given the product [C:12]1([NH:11][C:2]2[N:10]=[CH:9][CH:8]=[CH:7][C:3]=2[C:4]([OH:6])=[O:5])[CH:17]=[CH:16][CH:15]=[CH:14][CH:13]=1, predict the reactants needed to synthesize it. The reactants are: Cl[C:2]1[N:10]=[CH:9][CH:8]=[CH:7][C:3]=1[C:4]([OH:6])=[O:5].[NH2:11][C:12]1[CH:17]=[CH:16][CH:15]=[CH:14][CH:13]=1.C1(C)C=CC(S(O)(=O)=O)=CC=1.